Regression/Classification. Given a drug SMILES string, predict its absorption, distribution, metabolism, or excretion properties. Task type varies by dataset: regression for continuous measurements (e.g., permeability, clearance, half-life) or binary classification for categorical outcomes (e.g., BBB penetration, CYP inhibition). Dataset: b3db_classification. From a dataset of Blood-brain barrier permeability classification from the B3DB database. (1) The compound is CCOC(=O)c1cnc2c(cnn2CC)c1NN=C(C)C. The result is 1 (penetrates BBB). (2) The molecule is COc1cccc2c1C(=O)c1c(O)c3c(c(O)c1C2=O)CC(O)(C(=O)CO)CC3OC1CC(NC(=O)C(N)CC(C)C)C(O)C(C)O1. The result is 0 (does not penetrate BBB). (3) The molecule is CCC1OC(=O)C(C)C(OC2CC(C)(OC)C(O)C(C)O2)C(C)C(OC2OC(C)CC(N(C)C)C2O)C(C)(O)CC(C)C(=NOC)C(C)C(O)C1(C)O. The result is 0 (does not penetrate BBB).